This data is from Full USPTO retrosynthesis dataset with 1.9M reactions from patents (1976-2016). The task is: Predict the reactants needed to synthesize the given product. (1) Given the product [N:1]1([C:13]2[CH:20]=[CH:19][CH:18]=[CH:17][C:14]=2[C:15]#[N:16])[C:5]2[CH:6]=[CH:7][CH:8]=[CH:9][C:4]=2[N:3]=[CH:2]1, predict the reactants needed to synthesize it. The reactants are: [N:1]1[C:5]2[CH:6]=[CH:7][CH:8]=[CH:9][C:4]=2[NH:3][CH:2]=1.[H-].[Na+].F[C:13]1[CH:20]=[CH:19][CH:18]=[CH:17][C:14]=1[C:15]#[N:16]. (2) Given the product [Br:1][C:2]1[CH:8]=[C:7]([C:9]([F:10])([F:11])[F:12])[CH:6]=[C:4]2[C:3]=1[CH:13]=[CH:14][NH:5]2, predict the reactants needed to synthesize it. The reactants are: [Br:1][C:2]1[C:3]([C:13]#[CH:14])=[C:4]([CH:6]=[C:7]([C:9]([F:12])([F:11])[F:10])[CH:8]=1)[NH2:5].CC(C)([O-])C.[K+]. (3) Given the product [Cl:24][C:25]1[CH:26]=[C:27]2[C:28](=[CH:29][CH:30]=1)[NH:31][C:15]([C:12]1[CH:13]=[CH:14][C:9]([Cl:8])=[CH:10][CH:11]=1)=[C:16]2[CH2:17][CH2:18][C:19]([OH:21])=[O:20], predict the reactants needed to synthesize it. The reactants are: C(N(CC)CC)C.[Cl:8][C:9]1[CH:14]=[CH:13][C:12]([C:15](=O)[CH2:16][CH2:17][CH2:18][C:19]([OH:21])=[O:20])=[CH:11][CH:10]=1.Cl.[Cl:24][C:25]1[CH:30]=[CH:29][C:28]([NH:31]N)=[CH:27][CH:26]=1.CCOCC. (4) Given the product [NH2:1][C:4]1[CH:13]=[C:12]2[C:7]([CH2:8][CH2:9][CH2:10][C:11]2([C:16]([F:18])([F:17])[F:15])[OH:14])=[CH:6][CH:5]=1, predict the reactants needed to synthesize it. The reactants are: [N+:1]([C:4]1[CH:13]=[C:12]2[C:7]([CH2:8][CH2:9][CH2:10][C:11]2=[O:14])=[CH:6][CH:5]=1)([O-])=O.[F:15][C:16]([Si](C)(C)C)([F:18])[F:17].[F-].[Cs+]. (5) Given the product [Cl:18][C:13]1[CH:14]=[CH:15][CH:16]=[CH:17][C:12]=1[C:11]([NH:10][C:8]1[NH:7][N:6]=[C:5]([C:3]([O:2][CH3:1])=[O:4])[CH:9]=1)=[O:19], predict the reactants needed to synthesize it. The reactants are: [CH3:1][O:2][C:3]([C:5]1[CH:9]=[C:8]([NH:10][C:11](=[O:19])[C:12]2[CH:17]=[CH:16][CH:15]=[CH:14][C:13]=2[Cl:18])[N:7](C(OC(C)(C)C)=O)[N:6]=1)=[O:4]. (6) Given the product [NH3:11].[CH3:7][C:6]1([CH3:8])[C:2]([CH3:1])([CH3:18])[O:3][B:4]([C:9]2[CH:10]=[N:11][CH:12]=[C:13]([CH:17]=2)[C:14]([NH2:16])=[O:15])[O:5]1, predict the reactants needed to synthesize it. The reactants are: [CH3:1][C:2]1([CH3:18])[C:6]([CH3:8])([CH3:7])[O:5][B:4]([C:9]2[CH:10]=[N:11][CH:12]=[C:13]([CH:17]=2)[C:14]([NH2:16])=[O:15])[O:3]1.BrC1N2C=CN=C2C(NC2C=CC(N3CCN(C)CC3)=CC=2)=NC=1.C([O-])([O-])=O.[Na+].[Na+]. (7) Given the product [CH:25]1([C@H:23]([NH:22][C:8]2[N:7]=[C:6]([C:29]#[N:30])[N:5]=[C:4]3[C:9]=2[N:10]([CH2:11][C:12]2[CH:17]=[CH:16][C:15]([C:18]([F:21])([F:19])[F:20])=[CH:14][CH:13]=2)[C:2]([C:38]2[N:37]=[C:36]([CH:33]([CH3:35])[CH3:34])[CH:41]=[CH:40][N:39]=2)=[N:3]3)[CH3:24])[CH2:28][CH2:27][CH2:26]1, predict the reactants needed to synthesize it. The reactants are: Br[C:2]1[N:10]([CH2:11][C:12]2[CH:17]=[CH:16][C:15]([C:18]([F:21])([F:20])[F:19])=[CH:14][CH:13]=2)[C:9]2[C:4](=[N:5][C:6]([C:29]#[N:30])=[N:7][C:8]=2[NH:22][C@@H:23]([CH:25]2[CH2:28][CH2:27][CH2:26]2)[CH3:24])[N:3]=1.[F-].[Cs+].[CH:33]([C:36]1[CH:41]=[CH:40][N:39]=[C:38]([Sn](CCCC)(CCCC)CCCC)[N:37]=1)([CH3:35])[CH3:34].O.